Dataset: Full USPTO retrosynthesis dataset with 1.9M reactions from patents (1976-2016). Task: Predict the reactants needed to synthesize the given product. (1) Given the product [CH2:2]([CH:9]1[C:18]2[C:13](=[CH:14][CH:15]=[C:16]([O:19][CH2:20][CH2:21][NH:22][S:44]([C:42]3[CH:41]=[N:40][N:39]([CH3:38])[CH:43]=3)(=[O:46])=[O:45])[CH:17]=2)[O:12][CH2:11][CH:10]1[NH:23][C:24](=[O:25])[O:26][CH2:27][CH3:28])[C:3]1[CH:8]=[CH:7][CH:6]=[CH:5][CH:4]=1, predict the reactants needed to synthesize it. The reactants are: [Cl-].[CH2:2]([CH:9]1[C:18]2[C:13](=[CH:14][CH:15]=[C:16]([O:19][CH2:20][CH2:21][NH3+:22])[CH:17]=2)[O:12][CH2:11][CH:10]1[NH:23][C:24]([O:26][CH2:27][CH3:28])=[O:25])[C:3]1[CH:8]=[CH:7][CH:6]=[CH:5][CH:4]=1.CC1C=CN=C(N)C=1C.[CH3:38][N:39]1[CH:43]=[C:42]([S:44](Cl)(=[O:46])=[O:45])[CH:41]=[N:40]1. (2) Given the product [Cl:16][C:14]1[CH:13]=[CH:12][C:11]2[C:5](=[CH:4][CH2:3][OH:2])[C:6]3[CH:20]=[CH:19][CH:18]=[CH:17][C:7]=3[CH2:8][CH2:9][C:10]=2[CH:15]=1, predict the reactants needed to synthesize it. The reactants are: C[O:2][C:3](=O)[CH:4]=[C:5]1[C:11]2[CH:12]=[CH:13][C:14]([Cl:16])=[CH:15][C:10]=2[CH2:9][CH2:8][C:7]2[CH:17]=[CH:18][CH:19]=[CH:20][C:6]1=2.[H-].C1(C)C=CC=CC=1. (3) Given the product [Br:1][C:2]1[CH:3]=[CH:4][C:5]2[O:9][C:8]([CH2:10][N:19]3[CH2:23][CH2:22][CH2:21][CH2:20]3)=[N:7][C:6]=2[CH:12]=1, predict the reactants needed to synthesize it. The reactants are: [Br:1][C:2]1[CH:3]=[CH:4][C:5]2[O:9][C:8]([CH2:10]Cl)=[N:7][C:6]=2[CH:12]=1.C([O-])([O-])=O.[K+].[K+].[NH:19]1[CH2:23][CH2:22][CH2:21][CH2:20]1. (4) Given the product [C:3]([O:7][C:8]([NH:10][C@@H:11]([CH2:16][C:17]1[CH:22]=[CH:21][CH:20]=[CH:19][CH:18]=1)[C@H:12]1[O:15][CH2:13]1)=[O:9])([CH3:6])([CH3:5])[CH3:4], predict the reactants needed to synthesize it. The reactants are: [OH-].[Na+].[C:3]([O:7][C:8]([NH:10][C@@H:11]([CH2:16][C:17]1[CH:22]=[CH:21][CH:20]=[CH:19][CH:18]=1)[C@@H:12]([OH:15])[CH2:13]Cl)=[O:9])([CH3:6])([CH3:5])[CH3:4]. (5) The reactants are: [OH:1][N:2]=[C:3]([NH2:10])[C:4]1[CH:9]=[CH:8][CH:7]=[N:6][CH:5]=1.[NH:11]1[CH:15]=[CH:14][C:13]([C:16]2[CH:17]=[C:18]([CH:22]=[CH:23][CH:24]=2)[C:19](O)=O)=[N:12]1.N. Given the product [NH:11]1[CH:15]=[CH:14][C:13]([C:16]2[CH:17]=[C:18]([C:19]3[O:1][N:2]=[C:3]([C:4]4[CH:5]=[N:6][CH:7]=[CH:8][CH:9]=4)[N:10]=3)[CH:22]=[CH:23][CH:24]=2)=[N:12]1, predict the reactants needed to synthesize it. (6) The reactants are: Cl.[C:2]1([C:8]2[O:9][C:10]3[CH2:11][NH:12][CH2:13][CH2:14][C:15]=3[N:16]=2)[CH:7]=[CH:6][CH:5]=[CH:4][CH:3]=1.Cl[C:18]1[C:23]([C:24]#[N:25])=[CH:22][CH:21]=[CH:20][N:19]=1.CCN(C(C)C)C(C)C. Given the product [C:2]1([C:8]2[O:9][C:10]3[CH2:11][N:12]([C:18]4[N:19]=[CH:20][CH:21]=[CH:22][C:23]=4[C:24]#[N:25])[CH2:13][CH2:14][C:15]=3[N:16]=2)[CH:3]=[CH:4][CH:5]=[CH:6][CH:7]=1, predict the reactants needed to synthesize it. (7) Given the product [CH3:1][O:2][C:3]([C:5]1[CH:6]=[CH:7][C:8]([C:11]2[CH:16]=[CH:15][CH:14]=[C:13]([NH:17][S:27]([C:23]3[CH:24]=[C:25]([CH3:26])[C:20]([Cl:19])=[CH:21][C:22]=3[CH3:31])(=[O:28])=[O:29])[C:12]=2[CH3:18])=[CH:9][CH:10]=1)=[O:4], predict the reactants needed to synthesize it. The reactants are: [CH3:1][O:2][C:3]([C:5]1[CH:10]=[CH:9][C:8]([C:11]2[CH:16]=[CH:15][CH:14]=[C:13]([NH2:17])[C:12]=2[CH3:18])=[CH:7][CH:6]=1)=[O:4].[Cl:19][C:20]1[C:25]([CH3:26])=[CH:24][C:23]([S:27](Cl)(=[O:29])=[O:28])=[C:22]([CH3:31])[CH:21]=1.N1C=CC=CC=1.CCOC(C)=O. (8) The reactants are: [NH2:1][C:2]1[C:10]([CH2:11][CH3:12])=[CH:9][C:8](Br)=[CH:7][C:3]=1[C:4]([OH:6])=[O:5].[C:14]([Cu])#[N:15].[C-]#N.[Na+]. Given the product [NH2:1][C:2]1[C:10]([CH2:11][CH3:12])=[CH:9][C:8]([C:14]#[N:15])=[CH:7][C:3]=1[C:4]([OH:6])=[O:5], predict the reactants needed to synthesize it. (9) Given the product [CH3:43][C@@H:42]1[CH2:41][CH2:40][CH2:39][N:38]([C:44]([C:46]2[CH:51]=[C:50]([CH3:52])[CH:49]=[CH:48][C:47]=2[N:53]2[N:57]=[CH:56][CH:55]=[N:54]2)=[O:45])[C@@H:37]1[CH2:36][NH:35][C:27]1[C:28]([C:31]([F:34])([F:33])[F:32])=[CH:29][CH:30]=[CH:25][N:26]=1, predict the reactants needed to synthesize it. The reactants are: C[C@@H]1CCCN(C(C2C=C(C)C=CC=2C2C=NN(C)C=2)=O)[C@@H]1CN[C:25]1[CH:30]=[CH:29][C:28]([C:31]([F:34])([F:33])[F:32])=[CH:27][N:26]=1.[NH2:35][CH2:36][C@@H:37]1[C@H:42]([CH3:43])[CH2:41][CH2:40][CH2:39][N:38]1[C:44]([C:46]1[CH:51]=[C:50]([CH3:52])[CH:49]=[CH:48][C:47]=1[N:53]1[N:57]=[CH:56][CH:55]=[N:54]1)=[O:45].ClC1C(C(F)(F)F)=CC=CN=1. (10) The reactants are: [C:1]1([CH:7]2[C:16]3[C:11](=[CH:12][CH:13]=[CH:14][CH:15]=3)[CH2:10][NH:9][CH2:8]2)[CH:6]=[CH:5][CH:4]=[CH:3][CH:2]=1.[CH:17]([O:20][C:21]1[CH:29]=[CH:28][C:27]([S:30]([CH3:33])(=[O:32])=[O:31])=[CH:26][C:22]=1[C:23](O)=[O:24])([CH3:19])[CH3:18]. Given the product [CH:17]([O:20][C:21]1[CH:29]=[CH:28][C:27]([S:30]([CH3:33])(=[O:32])=[O:31])=[CH:26][C:22]=1[C:23]([N:9]1[CH2:8][CH:7]([C:1]2[CH:2]=[CH:3][CH:4]=[CH:5][CH:6]=2)[C:16]2[C:11](=[CH:12][CH:13]=[CH:14][CH:15]=2)[CH2:10]1)=[O:24])([CH3:19])[CH3:18], predict the reactants needed to synthesize it.